From a dataset of NCI-60 drug combinations with 297,098 pairs across 59 cell lines. Regression. Given two drug SMILES strings and cell line genomic features, predict the synergy score measuring deviation from expected non-interaction effect. (1) Drug 1: C1=NNC2=C1C(=O)NC=N2. Drug 2: B(C(CC(C)C)NC(=O)C(CC1=CC=CC=C1)NC(=O)C2=NC=CN=C2)(O)O. Cell line: MOLT-4. Synergy scores: CSS=64.0, Synergy_ZIP=-1.64, Synergy_Bliss=-0.365, Synergy_Loewe=-39.0, Synergy_HSA=0.146. (2) Drug 1: CCC1=C2CN3C(=CC4=C(C3=O)COC(=O)C4(CC)O)C2=NC5=C1C=C(C=C5)O. Drug 2: CC1=C(C(=CC=C1)Cl)NC(=O)C2=CN=C(S2)NC3=CC(=NC(=N3)C)N4CCN(CC4)CCO. Cell line: IGROV1. Synergy scores: CSS=25.4, Synergy_ZIP=0.940, Synergy_Bliss=2.45, Synergy_Loewe=5.41, Synergy_HSA=6.79.